Dataset: Peptide-MHC class I binding affinity with 185,985 pairs from IEDB/IMGT. Task: Regression. Given a peptide amino acid sequence and an MHC pseudo amino acid sequence, predict their binding affinity value. This is MHC class I binding data. (1) The peptide sequence is RRHWGGNVL. The MHC is HLA-B27:05 with pseudo-sequence HLA-B27:05. The binding affinity (normalized) is 0.285. (2) The peptide sequence is EWIFRALKY. The MHC is HLA-A01:01 with pseudo-sequence HLA-A01:01. The binding affinity (normalized) is 0.0269. (3) The peptide sequence is SEFWLNYTA. The MHC is HLA-A68:02 with pseudo-sequence HLA-A68:02. The binding affinity (normalized) is 0.0847. (4) The peptide sequence is LAIFGPLWI. The MHC is Patr-B0101 with pseudo-sequence Patr-B0101. The binding affinity (normalized) is 0.743. (5) The peptide sequence is ILLKATLLAV. The MHC is HLA-A02:06 with pseudo-sequence HLA-A02:06. The binding affinity (normalized) is 0.732. (6) The peptide sequence is GMMGGLWKY. The MHC is HLA-B46:01 with pseudo-sequence HLA-B46:01. The binding affinity (normalized) is 0.0847. (7) The peptide sequence is FMQALQLLL. The MHC is HLA-A02:06 with pseudo-sequence HLA-A02:06. The binding affinity (normalized) is 0.470. (8) The peptide sequence is FHGVAKNPV. The MHC is HLA-B27:05 with pseudo-sequence HLA-B27:05. The binding affinity (normalized) is 0.0847.